Dataset: Forward reaction prediction with 1.9M reactions from USPTO patents (1976-2016). Task: Predict the product of the given reaction. Given the reactants [NH2:1][C:2]1[C:3]([C:19]2[O:23][C:22]([C:24]3[CH:29]=[CH:28][C:27]([CH2:30][N:31](C)[C:32](=O)OC(C)(C)C)=[CH:26][CH:25]=3)=[N:21][N:20]=2)=[N:4][C:5]([C:8]2[CH:13]=[CH:12][N:11]=[C:10]([C:14]([C:17]#[N:18])([CH3:16])[CH3:15])[CH:9]=2)=[CH:6][N:7]=1.FC(F)(F)C(O)=O, predict the reaction product. The product is: [NH2:1][C:2]1[N:7]=[CH:6][C:5]([C:8]2[CH:13]=[CH:12][N:11]=[C:10]([C:14]([CH3:16])([CH3:15])[C:17]#[N:18])[CH:9]=2)=[N:4][C:3]=1[C:19]1[O:23][C:22]([C:24]2[CH:25]=[CH:26][C:27]([CH2:30][NH:31][CH3:32])=[CH:28][CH:29]=2)=[N:21][N:20]=1.